From a dataset of Full USPTO retrosynthesis dataset with 1.9M reactions from patents (1976-2016). Predict the reactants needed to synthesize the given product. (1) Given the product [NH2:37][C@H:32]1[CH2:33][C@@H:34]([CH3:36])[CH2:35][N:30]([C:29]2[CH:28]=[CH:27][N:26]=[CH:25][C:24]=2[NH:23][C:18]([C:14]2[CH:13]=[CH:12][C:11]3[C:16](=[CH:17][C:8]([N:5]4[CH2:6][CH2:7][CH:3]([C:2]([F:1])([F:22])[F:21])[CH2:4]4)=[CH:9][CH:10]=3)[N:15]=2)=[O:19])[CH2:31]1, predict the reactants needed to synthesize it. The reactants are: [F:1][C:2]([F:22])([F:21])[CH:3]1[CH2:7][CH2:6][N:5]([C:8]2[CH:17]=[C:16]3[C:11]([CH:12]=[CH:13][C:14]([C:18](O)=[O:19])=[N:15]3)=[CH:10][CH:9]=2)[CH2:4]1.[NH2:23][C:24]1[CH:25]=[N:26][CH:27]=[CH:28][C:29]=1[N:30]1[CH2:35][C@H:34]([CH3:36])[CH2:33][C@H:32]([NH:37]C(=O)OC(C)(C)C)[CH2:31]1. (2) Given the product [ClH:1].[CH3:24][NH:25][CH2:2][CH2:3][CH2:4][CH:5]1[S:10][C:9]2[CH:11]=[CH:12][CH:13]=[CH:14][C:8]=2[N:7]([C:15]2[CH:20]=[CH:19][CH:18]=[C:17]([CH3:21])[CH:16]=2)[S:6]1(=[O:23])=[O:22], predict the reactants needed to synthesize it. The reactants are: [Cl:1][CH2:2][CH2:3][CH2:4][CH:5]1[S:10][C:9]2[CH:11]=[CH:12][CH:13]=[CH:14][C:8]=2[N:7]([C:15]2[CH:20]=[CH:19][CH:18]=[C:17]([CH3:21])[CH:16]=2)[S:6]1(=[O:23])=[O:22].[CH3:24][NH2:25].Cl.